From a dataset of Full USPTO retrosynthesis dataset with 1.9M reactions from patents (1976-2016). Predict the reactants needed to synthesize the given product. (1) Given the product [CH3:14][NH:15][C:11]([C:7]1[CH:8]=[C:9]2[C:4](=[CH:5][CH:6]=1)[NH:3][C:2](=[O:1])[CH2:10]2)=[O:13], predict the reactants needed to synthesize it. The reactants are: [O:1]=[C:2]1[CH2:10][C:9]2[C:4](=[CH:5][CH:6]=[C:7]([C:11]([OH:13])=O)[CH:8]=2)[NH:3]1.[CH3:14][N:15](C(ON1N=NC2C=CC=CC1=2)=[N+](C)C)C.[B-](F)(F)(F)F.C1C=C2N=NN(O)C2=CC=1.O.CCN(C(C)C)C(C)C.CN. (2) Given the product [C:26]([NH:4][C@@H:5]([CH2:11][CH2:12][CH2:13][CH2:14][CH2:15][CH:16]=[CH2:17])[C:6]([OH:8])=[O:7])([O:28][C:29]([CH3:30])([CH3:31])[CH3:32])=[O:27], predict the reactants needed to synthesize it. The reactants are: C([NH:4][C@@H:5]([CH2:11][CH2:12][CH2:13][CH2:14][CH2:15][CH:16]=[CH2:17])[C:6]([O:8]CC)=[O:7])(=O)C.[CH3:30][C:29]([O:28][C:26](O[C:26]([O:28][C:29]([CH3:32])([CH3:31])[CH3:30])=[O:27])=[O:27])([CH3:32])[CH3:31].O[Li].O. (3) Given the product [C:5]([O:9][C:10]([N:12]1[CH2:17][CH2:16][CH:15]([CH3:18])[CH:14]([CH2:19][C:1]#[CH:2])[CH2:13]1)=[O:11])([CH3:6])([CH3:7])[CH3:8], predict the reactants needed to synthesize it. The reactants are: [C-:1]#[C-:2].[Li+].[Li+].[C:5]([O:9][C:10]([N:12]1[CH2:17][CH2:16][CH:15]([CH3:18])[CH:14]([CH2:19]OS(C2C=CC(C)=CC=2)(=O)=O)[CH2:13]1)=[O:11])([CH3:8])([CH3:7])[CH3:6]. (4) Given the product [CH2:15]([O:17][C:18]1[CH:19]=[C:20]([CH:21]2[C:8]([C:9]3[CH:13]=[CH:12][S:11][CH:10]=3)=[C:7]([C:3]3[CH:2]=[N:1][CH:6]=[CH:5][CH:4]=3)[NH:44][C:31](=[O:38])[CH2:30]2)[CH:23]=[C:24]([N+:27]([O-:29])=[O:28])[C:25]=1[OH:26])[CH3:16], predict the reactants needed to synthesize it. The reactants are: [N:1]1[CH:6]=[CH:5][CH:4]=[C:3]([C:7](=O)[CH2:8][C:9]2[CH:13]=[CH:12][S:11][CH:10]=2)[CH:2]=1.[CH2:15]([O:17][C:18]1[CH:19]=[C:20]([CH:23]=[C:24]([N+:27]([O-:29])=[O:28])[C:25]=1[OH:26])[CH:21]=O)[CH3:16].[CH3:30][C:31]1(C)[O:38]C(=O)CC(=O)O1.C([O-])(C)=O.[NH4+:44]. (5) Given the product [OH:6][C@@:7]([C:29]1[CH:30]=[C:31]2[C:36](=[CH:37][CH:38]=1)[CH:35]=[C:34]([C:39]([NH:41][CH3:42])=[O:40])[CH:33]=[CH:32]2)([C:14]1[N:15]=[CH:16][N:17]([S:19]([C:22]2[CH:23]=[CH:24][C:25]([CH3:26])=[CH:27][CH:28]=2)(=[O:21])=[O:20])[CH:18]=1)[CH2:8][CH2:9][OH:10], predict the reactants needed to synthesize it. The reactants are: [Cl-].[Ca+2].[Cl-].[BH4-].[Na+].[OH:6][C@@:7]([C:29]1[CH:38]=[CH:37][C:36]2[C:31](=[CH:32][CH:33]=[C:34]([C:39]([NH:41][CH3:42])=[O:40])[CH:35]=2)[CH:30]=1)([C:14]1[N:15]=[CH:16][N:17]([S:19]([C:22]2[CH:28]=[CH:27][C:25]([CH3:26])=[CH:24][CH:23]=2)(=[O:21])=[O:20])[CH:18]=1)[CH2:8][C:9](OCC)=[O:10].Cl.[OH-].[Na+].